This data is from Peptide-MHC class II binding affinity with 134,281 pairs from IEDB. The task is: Regression. Given a peptide amino acid sequence and an MHC pseudo amino acid sequence, predict their binding affinity value. This is MHC class II binding data. (1) The MHC is DRB5_0101 with pseudo-sequence DRB5_0101. The binding affinity (normalized) is 0.898. The peptide sequence is MLHWSLILPGIKAQQ. (2) The MHC is DRB1_1302 with pseudo-sequence DRB1_1302. The binding affinity (normalized) is 0.597. The peptide sequence is GELQIVDIIDAAFKI. (3) The peptide sequence is YVDRFYKTLRAEQASQEV. The MHC is DRB3_0101 with pseudo-sequence DRB3_0101. The binding affinity (normalized) is 0.277. (4) The peptide sequence is RVPEDLLAMVVAVEQ. The MHC is DRB1_0101 with pseudo-sequence DRB1_0101. The binding affinity (normalized) is 0.440. (5) The peptide sequence is IHLVIHRIRTLIGQEHHHHHH. The MHC is DRB3_0301 with pseudo-sequence DRB3_0301. The binding affinity (normalized) is 0.750. (6) The peptide sequence is IHIGDSSKVTITDTT. The MHC is HLA-DPA10301-DPB10402 with pseudo-sequence HLA-DPA10301-DPB10402. The binding affinity (normalized) is 0.118. (7) The peptide sequence is AASGADGTYDITKLG. The MHC is HLA-DQA10104-DQB10503 with pseudo-sequence HLA-DQA10104-DQB10503. The binding affinity (normalized) is 0.0519. (8) The peptide sequence is YRVNRYTKSAHQKGE. The MHC is DRB1_1501 with pseudo-sequence DRB1_1501. The binding affinity (normalized) is 0.264. (9) The peptide sequence is DPVKLVKMWEDEVKD. The MHC is DRB1_1101 with pseudo-sequence DRB1_1101. The binding affinity (normalized) is 0.273.